This data is from Full USPTO retrosynthesis dataset with 1.9M reactions from patents (1976-2016). The task is: Predict the reactants needed to synthesize the given product. (1) Given the product [F:26][C:27]1[CH:28]=[CH:29][C:30]([C:33]([C:36]2[C:37]([CH2:42][N:15]([CH2:14][C:13]3[CH:12]=[CH:11][C:5]([CH2:6][NH:7][C:8](=[O:10])[CH3:9])=[CH:4][C:3]=3[CH2:2][OH:1])[CH:16]3[C:25]4[N:24]=[CH:23][CH:22]=[CH:21][C:20]=4[CH2:19][CH2:18][CH2:17]3)=[N:38][CH:39]=[CH:40][CH:41]=2)([CH3:35])[CH3:34])=[CH:31][CH:32]=1, predict the reactants needed to synthesize it. The reactants are: [OH:1][CH2:2][C:3]1[CH:4]=[C:5]([CH:11]=[CH:12][C:13]=1[CH2:14][NH:15][CH:16]1[C:25]2[N:24]=[CH:23][CH:22]=[CH:21][C:20]=2[CH2:19][CH2:18][CH2:17]1)[CH2:6][NH:7][C:8](=[O:10])[CH3:9].[F:26][C:27]1[CH:32]=[CH:31][C:30]([C:33]([C:36]2[C:37]([CH:42]=O)=[N:38][CH:39]=[CH:40][CH:41]=2)([CH3:35])[CH3:34])=[CH:29][CH:28]=1.[BH-](OC(C)=O)(OC(C)=O)OC(C)=O.[Na+]. (2) Given the product [C:4]([O:3][C:1](=[O:2])[NH:8][CH:9]1[CH2:14][CH2:13][N:12]([CH2:17][CH:16]([OH:15])[CH3:19])[CH2:11][CH2:10]1)([CH3:7])([CH3:6])[CH3:5], predict the reactants needed to synthesize it. The reactants are: [C:1]([NH:8][CH:9]1[CH2:14][CH2:13][NH:12][CH2:11][CH2:10]1)([O:3][C:4]([CH3:7])([CH3:6])[CH3:5])=[O:2].[OH:15][CH:16]([CH3:19])[CH2:17]Br. (3) The reactants are: [Cl:1][C:2]1[CH:3]=[C:4]([CH:32]=[C:33]([CH:35]=O)[CH:34]=1)[CH2:5][N:6]1[C:10]2[CH:11]=[CH:12][C:13]3[N:14]([C:15]([CH3:18])=[N:16][N:17]=3)[C:9]=2[CH:8]=[C:7]1[C:19]([O:21]CC1C=C(C=O)C=C(Cl)C=1)=[O:20].[NH:37]1[CH2:41][CH2:40][CH2:39][CH2:38]1.C(O[BH-](OC(=O)C)OC(=O)C)(=O)C.[Na+].[OH-].[Na+]. Given the product [Cl:1][C:2]1[CH:3]=[C:4]([CH:32]=[C:33]([CH2:35][N:37]2[CH2:41][CH2:40][CH2:39][CH2:38]2)[CH:34]=1)[CH2:5][N:6]1[C:10]2[CH:11]=[CH:12][C:13]3[N:14]([C:15]([CH3:18])=[N:16][N:17]=3)[C:9]=2[CH:8]=[C:7]1[C:19]([OH:21])=[O:20], predict the reactants needed to synthesize it. (4) Given the product [CH3:6][O:5][C:3](=[O:4])[C@H:2]([NH:1][C:25](=[O:26])[C:24]1[CH:28]=[C:29]([C:32]#[C:33][C:34]2[CH:39]=[CH:38][CH:37]=[CH:36][C:35]=2[O:40][CH3:41])[CH:30]=[CH:31][C:23]=1[O:22][CH:19]([CH3:20])[CH3:21])[CH2:7][C:8]1[C:16]2[C:11](=[CH:12][CH:13]=[CH:14][CH:15]=2)[N:10]([CH2:17][CH3:18])[CH:9]=1, predict the reactants needed to synthesize it. The reactants are: [NH2:1][C@H:2]([CH2:7][C:8]1[C:16]2[C:11](=[CH:12][CH:13]=[CH:14][CH:15]=2)[N:10]([CH2:17][CH3:18])[CH:9]=1)[C:3]([O:5][CH3:6])=[O:4].[CH:19]([O:22][C:23]1[CH:31]=[CH:30][C:29]([C:32]#[C:33][C:34]2[CH:39]=[CH:38][CH:37]=[CH:36][C:35]=2[O:40][CH3:41])=[CH:28][C:24]=1[C:25](O)=[O:26])([CH3:21])[CH3:20].CN(C(ON1N=NC2C=CC=NC1=2)=[N+](C)C)C.F[P-](F)(F)(F)(F)F.CCN(C(C)C)C(C)C. (5) The reactants are: [N:1]1([C:12]([O:14][CH2:15][C:16]2[CH:21]=[CH:20][CH:19]=[CH:18][CH:17]=2)=[O:13])[CH2:6][CH2:5][CH2:4][CH:3]([C:7]([O:9][CH2:10][CH3:11])=[O:8])[CH2:2]1.[CH3:22][Si]([N-][Si](C)(C)C)(C)C.[Li+].IC. Given the product [CH3:22][C:3]1([C:7]([O:9][CH2:10][CH3:11])=[O:8])[CH2:4][CH2:5][CH2:6][N:1]([C:12]([O:14][CH2:15][C:16]2[CH:21]=[CH:20][CH:19]=[CH:18][CH:17]=2)=[O:13])[CH2:2]1, predict the reactants needed to synthesize it. (6) Given the product [O:1]=[C:2]1[CH2:6][S:5][CH2:4][CH:3]1[CH2:7][C:8]1[CH:13]=[CH:12][C:11]([CH:14]([CH3:18])[C:15]([OH:16])=[S:28])=[CH:10][CH:9]=1, predict the reactants needed to synthesize it. The reactants are: [O:1]=[C:2]1[CH2:6][S:5][CH2:4][CH:3]1[CH2:7][C:8]1[CH:13]=[CH:12][C:11]([CH:14]([CH3:18])[C:15](O)=[O:16])=[CH:10][CH:9]=1.COC1C=CC(P2(SP(C3C=CC(OC)=CC=3)(=S)S2)=[S:28])=CC=1. (7) Given the product [F:16][C:15]1[CH:14]=[C:13]([C:17]([OH:20])([CH3:18])[CH3:19])[CH:12]=[C:11]([F:21])[C:10]=1[C:4]1[S:3][C:2]([NH:1][C:23]2[CH:24]=[CH:25][C:26]([CH2:30][N:31]3[CH2:32][CH2:33][S:34](=[O:38])(=[O:37])[CH2:35][CH2:36]3)=[C:27]([CH3:29])[N:28]=2)=[C:6]([C:7]([NH2:9])=[O:8])[CH:5]=1, predict the reactants needed to synthesize it. The reactants are: [NH2:1][C:2]1[S:3][C:4]([C:10]2[C:15]([F:16])=[CH:14][C:13]([C:17]([OH:20])([CH3:19])[CH3:18])=[CH:12][C:11]=2[F:21])=[CH:5][C:6]=1[C:7]([NH2:9])=[O:8].Cl[C:23]1[N:28]=[C:27]([CH3:29])[C:26]([CH2:30][N:31]2[CH2:36][CH2:35][S:34](=[O:38])(=[O:37])[CH2:33][CH2:32]2)=[CH:25][CH:24]=1.